From a dataset of Forward reaction prediction with 1.9M reactions from USPTO patents (1976-2016). Predict the product of the given reaction. Given the reactants [OH:1][CH2:2][C@@H:3]([N:8]([CH3:19])[C:9](=[O:18])[O:10][CH2:11][C:12]1[CH:17]=[CH:16][CH:15]=[CH:14][CH:13]=1)[C@@H:4]([CH3:7])[CH2:5][CH3:6].C(N(CC)CC)C.O.COC(C)(C)C, predict the reaction product. The product is: [CH3:19][N:8]([C@@H:3]([C@@H:4]([CH3:7])[CH2:5][CH3:6])[CH:2]=[O:1])[C:9](=[O:18])[O:10][CH2:11][C:12]1[CH:13]=[CH:14][CH:15]=[CH:16][CH:17]=1.